Dataset: Forward reaction prediction with 1.9M reactions from USPTO patents (1976-2016). Task: Predict the product of the given reaction. Given the reactants CC[N:3]([CH:7]([CH3:9])C)[CH:4]([CH3:6])[CH3:5].BrCC(C1[CH:22]=[C:21]2[C:17]([CH:18]=[N:19][NH:20]2)=[CH:16][CH:15]=1)=O.[NH2:23][C:24]1[CH:32]=[CH:31]C(C(O)=O)=[CH:26][C:25]=1[N+:33]([O-:35])=[O:34].CC(O)=O.C[N:41](C=O)C, predict the reaction product. The product is: [NH:20]1[C:21]2[C:17](=[CH:16][CH:15]=[C:6]([C:4]3[NH:3][C:7]([C:9]4[CH:31]=[CH:32][C:24]([NH2:23])=[C:25]([N+:33]([O-:35])=[O:34])[CH:26]=4)=[N:41][CH:5]=3)[CH:22]=2)[CH:18]=[N:19]1.